Dataset: Full USPTO retrosynthesis dataset with 1.9M reactions from patents (1976-2016). Task: Predict the reactants needed to synthesize the given product. (1) Given the product [Br:5][C:6]1[C:7]([CH3:16])=[C:8]([CH:12]=[C:13]([I:15])[CH:14]=1)[C:9]([O:11][CH3:1])=[O:10], predict the reactants needed to synthesize it. The reactants are: [C:1](Cl)(=O)C.[Br:5][C:6]1[C:7]([CH3:16])=[C:8]([CH:12]=[C:13]([I:15])[CH:14]=1)[C:9]([OH:11])=[O:10]. (2) Given the product [NH2:1][C:2]1[C:11]([F:12])=[C:10]([N:13]2[CH2:17][CH2:16][C@@H:15]([CH:18]([NH2:24])[C:41]3[CH:42]=[N:43][CH:44]=[CH:39][CH:40]=3)[CH2:14]2)[C:9]([F:25])=[C:8]2[C:3]=1[C:4](=[O:33])[C:5]([C:30]([OH:32])=[O:31])=[CH:6][N:7]2[C@@H:26]1[CH2:28][C@@H:27]1[F:29], predict the reactants needed to synthesize it. The reactants are: [NH2:1][C:2]1[C:11]([F:12])=[C:10]([N:13]2[CH2:17][CH2:16][C@@H:15]([CH:18]([NH2:24])C3SC=CN=3)[CH2:14]2)[C:9]([F:25])=[C:8]2[C:3]=1[C:4](=[O:33])[C:5]([C:30]([OH:32])=[O:31])=[CH:6][N:7]2[C@@H:26]1[CH2:28][C@@H:27]1[F:29].C(#N)C.NC1C(F)=C(F)C(F)=[C:44]2[C:39]=1[C:40](=O)[C:41](C(O)=O)=[CH:42][N:43]2[C@@H]1C[C@@H]1F. (3) The reactants are: C[O:2][C:3](=[O:37])[CH2:4][CH2:5][CH2:6][C:7]1[CH:12]=[CH:11][CH:10]=[CH:9][C:8]=1[NH:13][C:14]1[C:15]2[C:22]([C:23]3[CH:28]=[CH:27][C:26]([O:29][CH3:30])=[CH:25][CH:24]=3)=[C:21]([C:31]3[CH:36]=[CH:35][CH:34]=[CH:33][CH:32]=3)[O:20][C:16]=2[N:17]=[CH:18][N:19]=1.[OH-].[Na+]. Given the product [CH3:30][O:29][C:26]1[CH:25]=[CH:24][C:23]([C:22]2[C:15]3[C:14]([NH:13][C:8]4[CH:9]=[CH:10][CH:11]=[CH:12][C:7]=4[CH2:6][CH2:5][CH2:4][C:3]([OH:37])=[O:2])=[N:19][CH:18]=[N:17][C:16]=3[O:20][C:21]=2[C:31]2[CH:36]=[CH:35][CH:34]=[CH:33][CH:32]=2)=[CH:28][CH:27]=1, predict the reactants needed to synthesize it. (4) Given the product [C:27]([O:30][C:25]1[C:16]2[C:15]([C:13]3[CH:12]=[N:11][N:10]([C@@H:6]([CH:1]4[CH2:5][CH2:4][CH2:3][CH2:2]4)[CH2:7][C:8]#[N:9])[CH:14]=3)=[N:20][C:19]([O:21][CH3:22])=[N:18][C:17]=2[NH:23][CH:24]=1)(=[O:29])[CH3:28], predict the reactants needed to synthesize it. The reactants are: [CH:1]1([CH:6]([N:10]2[CH:14]=[C:13]([C:15]3[C:16]4[C:25](I)=[CH:24][NH:23][C:17]=4[N:18]=[C:19]([O:21][CH3:22])[N:20]=3)[CH:12]=[N:11]2)[CH2:7][C:8]#[N:9])[CH2:5][CH2:4][CH2:3][CH2:2]1.[C:27]([OH:30])(=[O:29])[CH3:28]. (5) Given the product [F:34][C:35]([F:49])([F:50])[C:36]1[CH:37]=[C:38]([C:39]([NH:12][C@@H:13]2[CH2:18][CH2:17][N:16]([C:19]([O:21][C:22]([CH3:25])([CH3:23])[CH3:24])=[O:20])[CH2:15][C@H:14]2[C:26]2[CH:31]=[CH:30][C:29]([Cl:32])=[C:28]([Cl:33])[CH:27]=2)=[O:40])[CH:42]=[C:43]([C:45]([F:46])([F:47])[F:48])[CH:44]=1, predict the reactants needed to synthesize it. The reactants are: C1(C)C=CC(S(O)(=O)=O)=CC=1.[NH2:12][C@@H:13]1[CH2:18][CH2:17][N:16]([C:19]([O:21][C:22]([CH3:25])([CH3:24])[CH3:23])=[O:20])[CH2:15][C@H:14]1[C:26]1[CH:31]=[CH:30][C:29]([Cl:32])=[C:28]([Cl:33])[CH:27]=1.[F:34][C:35]([F:50])([F:49])[C:36]1[CH:37]=[C:38]([CH:42]=[C:43]([C:45]([F:48])([F:47])[F:46])[CH:44]=1)[C:39](O)=[O:40].CCN=C=NCCCN(C)C.Cl.C1C=CC2N(O)N=NC=2C=1. (6) Given the product [C:30]([C:28]1[CH:27]=[C:26]([NH:34][S:35]([CH3:38])(=[O:37])=[O:36])[C:25]([O:39][CH3:40])=[C:24]([NH:23][C:5](=[O:7])[C:4]2[CH:8]=[C:9]([N:12]3[CH:16]=[C:15]([C:17]4[CH:18]=[N:19][CH:20]=[CH:21][CH:22]=4)[N:14]=[N:13]3)[C:10]([CH3:11])=[C:2]([CH3:1])[CH:3]=2)[CH:29]=1)([CH3:33])([CH3:31])[CH3:32], predict the reactants needed to synthesize it. The reactants are: [CH3:1][C:2]1[CH:3]=[C:4]([CH:8]=[C:9]([N:12]2[CH:16]=[C:15]([C:17]3[CH:18]=[N:19][CH:20]=[CH:21][CH:22]=3)[N:14]=[N:13]2)[C:10]=1[CH3:11])[C:5]([OH:7])=O.[NH2:23][C:24]1[C:25]([O:39][CH3:40])=[C:26]([NH:34][S:35]([CH3:38])(=[O:37])=[O:36])[CH:27]=[C:28]([C:30]([CH3:33])([CH3:32])[CH3:31])[CH:29]=1. (7) Given the product [Cl:13][C:14]1[CH:19]=[CH:18][CH:17]=[C:16]([F:20])[C:15]=1[CH:21]1[CH2:22][CH2:23][N:24]([CH2:10][C:2]2[NH:1][C:9]3[C:4]([CH:3]=2)=[CH:5][CH:6]=[CH:7][CH:8]=3)[CH2:25][CH2:26]1, predict the reactants needed to synthesize it. The reactants are: [NH:1]1[C:9]2[C:4](=[CH:5][CH:6]=[CH:7][CH:8]=2)[CH:3]=[C:2]1[CH:10]=O.Cl.[Cl:13][C:14]1[CH:19]=[CH:18][CH:17]=[C:16]([F:20])[C:15]=1[CH:21]1[CH2:26][CH2:25][NH:24][CH2:23][CH2:22]1.C(O[Na])(C)=O.C([BH3-])#N.